From a dataset of Full USPTO retrosynthesis dataset with 1.9M reactions from patents (1976-2016). Predict the reactants needed to synthesize the given product. (1) Given the product [CH3:1][O:2][C:3]1[C:4](=[O:37])[C:5]([CH3:36])=[C:6]([CH2:12][C:13]2[CH:14]=[CH:15][C:16]([OH:32])=[C:17]([CH:31]=2)[C:18]([NH:20][C:21]2[CH:26]=[CH:25][C:24]([O:27][CH3:28])=[C:23]([O:29][CH3:30])[CH:22]=2)=[O:19])[C:7](=[O:11])[C:8]=1[O:9][CH3:10], predict the reactants needed to synthesize it. The reactants are: [CH3:1][O:2][C:3]1[C:4](=[O:37])[C:5]([CH3:36])=[C:6]([CH2:12][C:13]2[CH:14]=[CH:15][C:16]([O:32]C(=O)C)=[C:17]([CH:31]=2)[C:18]([NH:20][C:21]2[CH:26]=[CH:25][C:24]([O:27][CH3:28])=[C:23]([O:29][CH3:30])[CH:22]=2)=[O:19])[C:7](=[O:11])[C:8]=1[O:9][CH3:10].C(=O)([O-])O.[Na+]. (2) Given the product [CH3:13][S:14]([O:1][CH:2]1[CH2:3][N:4]([C:6]([O:8][C:9]([CH3:12])([CH3:11])[CH3:10])=[O:7])[CH2:5]1)(=[O:16])=[O:15], predict the reactants needed to synthesize it. The reactants are: [OH:1][CH:2]1[CH2:5][N:4]([C:6]([O:8][C:9]([CH3:12])([CH3:11])[CH3:10])=[O:7])[CH2:3]1.[CH3:13][S:14](Cl)(=[O:16])=[O:15]. (3) Given the product [CH3:27][O:28][CH2:29][C:30]([NH:1][C:2]1[CH:7]=[C:6]([O:8][C:9]2[CH:10]=[CH:11][C:12]([N+:15]([O-:17])=[O:16])=[CH:13][CH:14]=2)[N:5]=[CH:4][N:3]=1)=[O:31], predict the reactants needed to synthesize it. The reactants are: [NH2:1][C:2]1[CH:7]=[C:6]([O:8][C:9]2[CH:14]=[CH:13][C:12]([N+:15]([O-:17])=[O:16])=[CH:11][CH:10]=2)[N:5]=[CH:4][N:3]=1.CCN(C(C)C)C(C)C.[CH3:27][O:28][CH2:29][C:30](Cl)=[O:31]. (4) Given the product [C:1]([O:5][C:6](=[O:20])[N:7]([CH:8]1[C:17]2[C:12](=[CH:13][C:14]([C:18]#[N:19])=[CH:15][CH:16]=2)[O:11][CH2:10][CH2:9]1)[CH3:24])([CH3:4])([CH3:2])[CH3:3], predict the reactants needed to synthesize it. The reactants are: [C:1]([O:5][C:6](=[O:20])[NH:7][CH:8]1[C:17]2[C:12](=[CH:13][C:14]([C:18]#[N:19])=[CH:15][CH:16]=2)[O:11][CH2:10][CH2:9]1)([CH3:4])([CH3:3])[CH3:2].[H-].[Na+].I[CH3:24]. (5) Given the product [CH:4]([C:19]1[CH:18]=[CH:17][C:16]2[C:15]3[C:8]4[CH:9]=[CH:4][C:5]([CH2:29][CH2:28][N:13]([CH3:21])[CH3:14])=[CH:6][C:7]=4[S:10](=[O:11])(=[O:12])[N:13]([C:21]=2[CH:20]=1)[CH:14]=3)([CH3:9])[CH3:5], predict the reactants needed to synthesize it. The reactants are: C([C:4]1[CH:9]=[CH:8][C:7]([S:10]([N:13]2[C:21]3[C:16](=[CH:17][CH:18]=[CH:19][C:20]=3Br)[C:15](CCN(C)C)=[CH:14]2)(=[O:12])=[O:11])=[CH:6][CH:5]=1)(C)C.[C:28]([O-])(=O)[CH3:29].[K+]. (6) Given the product [Br:1][C:2]1[CH:3]=[CH:4][C:5]2[O:9][C:8]([C:10](=[O:12])[NH2:11])=[C:7]([NH:13][C:14]([C:16]3[CH:17]=[CH:50][C:42]([O:41][CH2:40][CH:36]4[O:37][CH2:38][CH2:39][N:34]([C:32]([O:31][C:29]([CH3:30])([CH3:28])[CH3:51])=[O:33])[CH2:35]4)=[CH:43][CH:19]=3)=[O:15])[C:6]=2[CH:27]=1, predict the reactants needed to synthesize it. The reactants are: [Br:1][C:2]1[CH:3]=[CH:4][C:5]2[O:9][C:8]([C:10](=[O:12])[NH2:11])=[C:7]([NH:13][C:14]([CH:16]3[CH2:19]N(C(OC(C)(C)C)=O)[CH2:17]3)=[O:15])[C:6]=2[CH:27]=1.[CH3:28][C:29]([CH3:51])([O:31][C:32]([N:34]1[CH2:39][CH2:38][O:37][CH:36]([CH2:40][O:41][C:42]2[CH:50]=CC(C(O)=O)=C[CH:43]=2)[CH2:35]1)=[O:33])[CH3:30].C(N1CC(C(O)=O)C1)(OC(C)(C)C)=O. (7) Given the product [OH:35][CH2:34][CH2:36][NH:37][C:29](=[O:31])[CH:28]([O:27][CH2:7][CH2:8][CH2:9][CH2:10]/[CH:11]=[CH:12]\[CH2:13]/[CH:14]=[CH:15]\[CH2:16]/[CH:17]=[CH:18]\[CH2:19]/[CH:20]=[CH:21]\[CH2:22]/[CH:23]=[CH:24]\[CH2:25][CH3:26])[CH2:32][CH3:33], predict the reactants needed to synthesize it. The reactants are: C(Cl)(=O)C(Cl)=O.[CH2:7]([O:27][CH:28]([CH2:32][CH3:33])[C:29]([OH:31])=O)[CH2:8][CH2:9][CH2:10]/[CH:11]=[CH:12]\[CH2:13]/[CH:14]=[CH:15]\[CH2:16]/[CH:17]=[CH:18]\[CH2:19]/[CH:20]=[CH:21]\[CH2:22]/[CH:23]=[CH:24]\[CH2:25][CH3:26].[CH2:34]([CH2:36][NH2:37])[OH:35].O. (8) Given the product [ClH:23].[ClH:23].[ClH:23].[F:33][C:30]1([F:32])[CH2:31][N:27]([C:25](=[O:26])[CH2:24][NH:19][C:11]23[CH2:12][CH:13]4[CH2:14][CH:15]([CH2:16][C:9]([NH:8][CH2:7][C:6]5[CH:20]=[CH:21][CH:22]=[C:4]([N+:1]([O-:3])=[O:2])[CH:5]=5)([CH2:18]4)[CH2:10]2)[CH2:17]3)[C@H:28]([C:34]#[N:35])[CH2:29]1, predict the reactants needed to synthesize it. The reactants are: [N+:1]([C:4]1[CH:5]=[C:6]([CH:20]=[CH:21][CH:22]=1)[CH2:7][NH:8][C:9]12[CH2:18][CH:13]3[CH2:14][CH:15]([CH2:17][C:11]([NH2:19])([CH2:12]3)[CH2:10]1)[CH2:16]2)([O-:3])=[O:2].[Cl:23][CH2:24][C:25]([N:27]1[CH2:31][C:30]([F:33])([F:32])[CH2:29][C@H:28]1[C:34]#[N:35])=[O:26].C(N=P1(N(CC)CC)N(C)CCCN1C)(C)(C)C. (9) Given the product [CH2:20]([N:27]([CH:28]([CH3:30])[CH3:29])[C:16](=[O:18])[CH2:15][C:14]([NH:13][C:5]1[C:6]([CH:10]([CH3:11])[CH3:12])=[CH:7][CH:8]=[CH:9][C:4]=1[CH:1]([CH3:2])[CH3:3])=[O:19])[C:21]1[CH:26]=[CH:25][CH:24]=[CH:23][CH:22]=1, predict the reactants needed to synthesize it. The reactants are: [CH:1]([C:4]1[CH:9]=[CH:8][CH:7]=[C:6]([CH:10]([CH3:12])[CH3:11])[C:5]=1[NH:13][C:14](=[O:19])[CH2:15][C:16]([OH:18])=O)([CH3:3])[CH3:2].[CH2:20]([NH:27][CH:28]([CH3:30])[CH3:29])[C:21]1[CH:26]=[CH:25][CH:24]=[CH:23][CH:22]=1.CCN=C=NCCCN(C)C. (10) Given the product [Br:30][C:26]1[N:27]=[C:22]([C:19]2[N:17]3[N:18]=[C:13]([N:9]4[CH2:10][CH2:11][CH2:12][C@@H:8]4[C:4]4[CH:5]=[CH:6][CH:7]=[C:2]([F:1])[CH:3]=4)[CH:14]=[CH:15][C:16]3=[N:21][CH:20]=2)[CH:23]=[CH:24][CH:25]=1, predict the reactants needed to synthesize it. The reactants are: [F:1][C:2]1[CH:3]=[C:4]([C@H:8]2[CH2:12][CH2:11][CH2:10][N:9]2[C:13]2[CH:14]=[CH:15][C:16]3[N:17]([C:19]([C:22]4[N:27]=[C:26](O)[CH:25]=[CH:24][CH:23]=4)=[CH:20][N:21]=3)[N:18]=2)[CH:5]=[CH:6][CH:7]=1.P(Br)(Br)[Br:30].